This data is from PAMPA (Parallel Artificial Membrane Permeability Assay) permeability data from NCATS. The task is: Regression/Classification. Given a drug SMILES string, predict its absorption, distribution, metabolism, or excretion properties. Task type varies by dataset: regression for continuous measurements (e.g., permeability, clearance, half-life) or binary classification for categorical outcomes (e.g., BBB penetration, CYP inhibition). Dataset: pampa_ncats. (1) The drug is CC1=CC(=CC=C1)S(=O)(=O)NC2=C(C=CN=C2)C(=O)NC3=NC(=CS3)C4=CC=CC=C4. The result is 1 (high permeability). (2) The molecule is CC1=C(NC(=C1C(=O)C)C)C(=O)NC2=CC(=C(C=C2)OC)[S+](=O)(NC3=CC=C(C=C3)C#N)[O-]. The result is 1 (high permeability).